Dataset: Full USPTO retrosynthesis dataset with 1.9M reactions from patents (1976-2016). Task: Predict the reactants needed to synthesize the given product. (1) Given the product [C:1]([O:5][C:6](=[O:7])[NH:8][C@H:9]([C:10](=[O:11])[NH2:21])[CH2:13][C:14]1[CH:19]=[CH:18][C:17]([CH3:20])=[CH:16][CH:15]=1)([CH3:4])([CH3:3])[CH3:2], predict the reactants needed to synthesize it. The reactants are: [C:1]([O:5][C:6]([NH:8][C@@H:9]([CH2:13][C:14]1[CH:19]=[CH:18][C:17]([CH3:20])=[CH:16][CH:15]=1)[C:10](O)=[O:11])=[O:7])([CH3:4])([CH3:3])[CH3:2].[N:21]1C=CC=CC=1.C(OC(OC(C)(C)C)=O)(OC(C)(C)C)=O.C(=O)([O-])[O-].[NH4+].[NH4+]. (2) Given the product [CH:1]1([C:4]2([OH:14])[CH2:13][CH2:12][C:7](=[O:8])[CH2:6][CH2:5]2)[CH2:3][CH2:2]1, predict the reactants needed to synthesize it. The reactants are: [CH:1]1([C:4]2([OH:14])[CH2:13][CH2:12][C:7]3(OCC[O:8]3)[CH2:6][CH2:5]2)[CH2:3][CH2:2]1.O.Cl. (3) Given the product [CH:12]1([C:15]2[NH:19][N:18]=[C:17]([C:20]([N:6]3[CH:7]4[CH2:10][CH2:11][N:3]([CH2:9][CH2:8]4)[CH2:4][CH2:5]3)=[O:21])[CH:16]=2)[CH2:14][CH2:13]1, predict the reactants needed to synthesize it. The reactants are: Cl.Cl.[N:3]12[CH2:11][CH2:10][CH:7]([CH2:8][CH2:9]1)[NH:6][CH2:5][CH2:4]2.[CH:12]1([C:15]2[NH:19][N:18]=[C:17]([C:20](O)=[O:21])[CH:16]=2)[CH2:14][CH2:13]1. (4) The reactants are: [F:1][C:2]1[CH:3]=[C:4]([CH2:9][CH:10]([NH:30][C:31](=[O:33])[CH3:32])[CH:11]([OH:29])[CH2:12][NH:13][C:14]2([C:17]3[CH:22]=[CH:21][CH:20]=[C:19]([C:23]([C:25]([F:28])([F:27])[F:26])=[CH2:24])[CH:18]=3)[CH2:16][CH2:15]2)[CH:5]=[C:6]([F:8])[CH:7]=1. Given the product [F:1][C:2]1[CH:3]=[C:4]([CH:5]=[C:6]([F:8])[CH:7]=1)[CH2:9][CH:10]([NH:30][C:31](=[O:33])[CH3:32])[CH:11]([OH:29])[CH2:12][NH:13][C:14]1([C:17]2[CH:22]=[CH:21][CH:20]=[C:19]([CH:23]([CH3:24])[C:25]([F:27])([F:26])[F:28])[CH:18]=2)[CH2:15][CH2:16]1, predict the reactants needed to synthesize it. (5) Given the product [CH2:14]([O:16][C:17]([C:19]1[C:20]2[S:28][CH:27]=[C:26]([CH2:29][O:30][C:31]3[CH:36]=[CH:35][CH:34]=[CH:33][CH:32]=3)[C:21]=2[C:22]([Cl:25])=[N:23][CH:24]=1)=[O:18])[CH3:15], predict the reactants needed to synthesize it. The reactants are: C(=O)([O-])[O-].[K+].[K+].C1(O)C=CC=CC=1.[CH2:14]([O:16][C:17]([C:19]1[C:20]2[S:28][CH:27]=[C:26]([CH2:29][O:30][C:31]3[CH:36]=[CH:35][C:34](Br)=[CH:33][CH:32]=3)[C:21]=2[C:22]([Cl:25])=[N:23][CH:24]=1)=[O:18])[CH3:15]. (6) Given the product [O:26]1[C:30]2[CH:31]=[CH:32][CH:33]=[CH:34][C:29]=2[CH:28]=[C:27]1[C:2]1[CH:23]=[CH:22][C:5]([C:6]([NH:8][S:9]([C:12]2[CH:17]=[CH:16][CH:15]=[CH:14][C:13]=2[S:18](=[O:21])(=[O:20])[NH2:19])(=[O:11])=[O:10])=[O:7])=[CH:4][C:3]=1[C:24]#[N:25], predict the reactants needed to synthesize it. The reactants are: Br[C:2]1[CH:23]=[CH:22][C:5]([C:6]([NH:8][S:9]([C:12]2[CH:17]=[CH:16][CH:15]=[CH:14][C:13]=2[S:18](=[O:21])(=[O:20])[NH2:19])(=[O:11])=[O:10])=[O:7])=[CH:4][C:3]=1[C:24]#[N:25].[O:26]1[C:30]2[CH:31]=[CH:32][CH:33]=[CH:34][C:29]=2[CH:28]=[C:27]1B(O)O.C(=O)([O-])[O-].[Na+].[Na+]. (7) Given the product [CH3:23][O:22][C:20](=[O:21])[CH2:19][CH2:18][S:17][CH2:6][C:5]1[CH:8]=[CH:9][C:2]([Br:1])=[CH:3][CH:4]=1, predict the reactants needed to synthesize it. The reactants are: [Br:1][C:2]1[CH:9]=[CH:8][C:5]([CH2:6]Br)=[CH:4][CH:3]=1.C(N(CC)CC)C.[SH:17][CH2:18][CH2:19][C:20]([O:22][CH3:23])=[O:21].CCOC(C)=O.